This data is from Catalyst prediction with 721,799 reactions and 888 catalyst types from USPTO. The task is: Predict which catalyst facilitates the given reaction. (1) Reactant: [NH2:1][C:2]1[CH:7]=[CH:6][N:5]=[CH:4][CH:3]=1.P(=O)(O)(O)O.[N+]([O-])(O)=O.[N:17]([O-])=O.[Na+].[CH3:21][C:22](=[O:27])[CH2:23][C:24](=[O:26])[CH3:25].C([O-])(=O)C.[K+].C([O-])([O-])=O.[Na+].[Na+]. Product: [N:5]1[CH:6]=[CH:7][C:2]([NH:1][N:17]=[C:23]([C:22](=[O:27])[CH3:21])[C:24](=[O:26])[CH3:25])=[CH:3][CH:4]=1. The catalyst class is: 8. (2) Reactant: [NH2:1][CH:2]1[C:8]2=[N:9][C:10]([C:14]3[CH:19]=[CH:18][N:17]=[CH:16][N:15]=3)=[CH:11][C:12](=[O:13])[N:7]2[CH2:6][CH2:5][O:4][CH2:3]1.[Cl:20][C:21]1[CH:29]=[CH:28][C:24]([C:25](O)=[O:26])=[C:23]([O:30][CH3:31])[CH:22]=1.C(P(=O)(OCC)OCC)#N.C(N(CC)CC)C. Product: [Cl:20][C:21]1[CH:29]=[CH:28][C:24]([C:25]([NH:1][CH:2]2[C:8]3=[N:9][C:10]([C:14]4[CH:19]=[CH:18][N:17]=[CH:16][N:15]=4)=[CH:11][C:12](=[O:13])[N:7]3[CH2:6][CH2:5][O:4][CH2:3]2)=[O:26])=[C:23]([O:30][CH3:31])[CH:22]=1. The catalyst class is: 288.